This data is from Catalyst prediction with 721,799 reactions and 888 catalyst types from USPTO. The task is: Predict which catalyst facilitates the given reaction. (1) Reactant: C(=[N:14][C:15]1[CH:16]=[CH:17][C:18]([F:30])=[C:19]([C:21]23[CH2:28][CH:27]2[CH2:26][O:25][CH2:24][C:23](=[S:29])[NH:22]3)[CH:20]=1)(C1C=CC=CC=1)C1C=CC=CC=1.Cl.C([O-])(O)=O.[Na+]. Product: [NH2:14][C:15]1[CH:16]=[CH:17][C:18]([F:30])=[C:19]([C:21]23[CH2:28][CH:27]2[CH2:26][O:25][CH2:24][C:23](=[S:29])[NH:22]3)[CH:20]=1. The catalyst class is: 12. (2) Reactant: [OH:1][C@@H:2]([CH2:18][N:19]([C:24]1[CH:29]=[CH:28][C:27]([OH:30])=[CH:26][CH:25]=1)[CH2:20][CH:21]([CH3:23])[CH3:22])[CH2:3][O:4][C:5]1[C:17]2[C:16]3[C:11](=[CH:12][CH:13]=[CH:14][CH:15]=3)[NH:10][C:9]=2[CH:8]=[CH:7][CH:6]=1.Br[CH2:32][CH2:33][CH2:34][C:35]#[N:36].C(=O)([O-])[O-].[K+].[K+].[I-].[K+]. Product: [OH:1][C@@H:2]([CH2:18][N:19]([C:24]1[CH:29]=[CH:28][C:27]([O:30][CH2:32][CH2:33][CH2:34][C:35]#[N:36])=[CH:26][CH:25]=1)[CH2:20][CH:21]([CH3:23])[CH3:22])[CH2:3][O:4][C:5]1[C:17]2[C:16]3[C:11](=[CH:12][CH:13]=[CH:14][CH:15]=3)[NH:10][C:9]=2[CH:8]=[CH:7][CH:6]=1. The catalyst class is: 311. (3) Reactant: [N:1]1([C:6]([O:8][CH2:9][CH2:10][C:11]2[N:12]=[C:13]([C:17]3[CH:22]=[CH:21][CH:20]=[CH:19][CH:18]=3)[O:14][C:15]=2[CH3:16])=[O:7])[CH:5]=[CH:4]N=C1.N[CH2:24][C:25]1[CH:26]=[C:27]([CH:36]=CC=1)[O:28][C:29]([CH3:35])([CH3:34])[C:30]([O:32][CH3:33])=[O:31]. Product: [CH3:35][C:29]([O:28][C:27]1[CH:26]=[CH:25][CH:24]=[C:4]([CH2:5][NH:1][C:6]([O:8][CH2:9][CH2:10][C:11]2[N:12]=[C:13]([C:17]3[CH:18]=[CH:19][CH:20]=[CH:21][CH:22]=3)[O:14][C:15]=2[CH3:16])=[O:7])[CH:36]=1)([CH3:34])[C:30]([O:32][CH3:33])=[O:31]. The catalyst class is: 7. (4) The catalyst class is: 2. Product: [NH2:15][C@H:13]([C:7]1[N:6]([C:23]2[CH:24]=[CH:25][CH:26]=[CH:27][CH:28]=2)[C:5](=[O:29])[C:4]2[C:9](=[CH:10][CH:11]=[CH:12][C:3]=2[OH:2])[N:8]=1)[CH3:14]. Reactant: C[O:2][C:3]1[CH:12]=[CH:11][CH:10]=[C:9]2[C:4]=1[C:5](=[O:29])[N:6]([C:23]1[CH:28]=[CH:27][CH:26]=[CH:25][CH:24]=1)[C:7]([C@@H:13]([NH:15]C(=O)OC(C)(C)C)[CH3:14])=[N:8]2.B(Br)(Br)Br.CO.